Task: Predict which catalyst facilitates the given reaction.. Dataset: Catalyst prediction with 721,799 reactions and 888 catalyst types from USPTO (1) The catalyst class is: 1. Reactant: [CH:1]([C:3]1[CH:12]=[C:11]2[C:6]([CH:7]=[C:8]([NH:13][C:14](=[O:23])[O:15][CH2:16][C:17]3[CH:22]=[CH:21][CH:20]=[CH:19][CH:18]=3)[CH:9]=[N:10]2)=[N:5][CH:4]=1)=[O:2].[Li]C.[CH3:26]COCC. Product: [OH:2][CH:1]([C:3]1[CH:12]=[C:11]2[C:6]([CH:7]=[C:8]([NH:13][C:14](=[O:23])[O:15][CH2:16][C:17]3[CH:18]=[CH:19][CH:20]=[CH:21][CH:22]=3)[CH:9]=[N:10]2)=[N:5][CH:4]=1)[CH3:26]. (2) Reactant: C([Si]1(CC)C2[CH:8]=[CH:9][CH:10]=[CH:11][C:6]=2[CH:5]([C:12]2[CH:17]=[CH:16][CH:15]=[CH:14][CH:13]=2)O1)C.C([Si]1(CC)C2C=CC=CC=2C(C2[CH:32]=[N:33]C=CC=2)O1)C.C([Si]1(CC)C2C=CC=CC=2C(C2C=CC(N(C)C)=CC=2)O1)C. The catalyst class is: 25. Product: [C:12]1([C:5]2[CH:6]=[CH:11][CH:10]=[CH:9][CH:8]=2)[CH:13]=[CH:14][C:15]([C:32]#[N:33])=[CH:16][CH:17]=1. (3) Reactant: Br[C:2]1[CH:3]=[C:4]([N:8]2[CH2:13][CH2:12][CH:11]([NH:14][C:15](=[O:17])[CH3:16])[CH2:10][CH2:9]2)[CH:5]=[CH:6][CH:7]=1.[B:18]1([B:18]2[O:22][C:21]([CH3:24])([CH3:23])[C:20]([CH3:26])([CH3:25])[O:19]2)[O:22][C:21]([CH3:24])([CH3:23])[C:20]([CH3:26])([CH3:25])[O:19]1.C(Cl)Cl.C([O-])(=O)C.[K+]. Product: [CH3:25][C:20]1([CH3:26])[C:21]([CH3:24])([CH3:23])[O:22][B:18]([C:2]2[CH:3]=[C:4]([N:8]3[CH2:13][CH2:12][CH:11]([NH:14][C:15](=[O:17])[CH3:16])[CH2:10][CH2:9]3)[CH:5]=[CH:6][CH:7]=2)[O:19]1. The catalyst class is: 800. (4) Reactant: [NH2:1][C:2]1[N:6]([CH3:7])[N:5]=[C:4]([C:8]([CH3:11])([CH3:10])[CH3:9])[CH:3]=1.[N:12]1[CH:17]=[CH:16][C:15]([O:18][C:19]2[CH:25]=[CH:24][C:22]([NH2:23])=[CH:21][CH:20]=2)=[CH:14][CH:13]=1.C[CH2:27][O:28]C(C)=O. Product: [C:8]([C:4]1[CH:3]=[C:2]([NH:1][C:27]([NH:23][C:22]2[CH:24]=[CH:25][C:19]([O:18][C:15]3[CH:14]=[CH:13][N:12]=[CH:17][CH:16]=3)=[CH:20][CH:21]=2)=[O:28])[N:6]([CH3:7])[N:5]=1)([CH3:11])([CH3:10])[CH3:9]. The catalyst class is: 2. (5) Reactant: [Cl:1][C:2]1[CH:3]=[C:4]([CH:7]=[CH:8][C:9]=1[Cl:10])[CH2:5]Cl.[N-:11]=[N+:12]=[N-:13].[Na+].O. Product: [Cl:1][C:2]1[CH:3]=[C:4]([CH2:5][N:11]=[N+:12]=[N-:13])[CH:7]=[CH:8][C:9]=1[Cl:10]. The catalyst class is: 16. (6) Reactant: Br[C:2]1[CH:11]=[CH:10][C:9]2[C:4](=[CH:5][C:6]([S:12][CH3:13])=[CH:7][CH:8]=2)[CH:3]=1.[Li]CCCC.[C:19](=[O:21])=[O:20]. Product: [CH3:13][S:12][C:6]1[CH:5]=[C:4]2[C:9]([CH:10]=[CH:11][C:2]([C:19]([OH:21])=[O:20])=[CH:3]2)=[CH:8][CH:7]=1. The catalyst class is: 1. (7) Reactant: N1CCCCC1.[C:7]([O:11][C:12]([NH:14][CH2:15][CH2:16][NH:17][C:18]([NH:20][C:21]1[CH:26]=[CH:25][C:24]([NH:27]C(OCC2C3C=CC=CC=3C3C2=CC=CC=3)=O)=[CH:23][CH:22]=1)=[O:19])=[O:13])([CH3:10])([CH3:9])[CH3:8].O. Product: [NH2:27][C:24]1[CH:25]=[CH:26][C:21]([NH:20][C:18]([NH:17][CH2:16][CH2:15][NH:14][C:12]([O:11][C:7]([CH3:10])([CH3:9])[CH3:8])=[O:13])=[O:19])=[CH:22][CH:23]=1. The catalyst class is: 3. (8) Reactant: [Br:1][C:2]1[CH:13]=[CH:12][C:5]([C:6](N(OC)C)=[O:7])=[C:4]([Cl:14])[CH:3]=1.[CH3:15][Mg]Cl. Product: [Br:1][C:2]1[CH:13]=[CH:12][C:5]([C:6](=[O:7])[CH3:15])=[C:4]([Cl:14])[CH:3]=1. The catalyst class is: 1. (9) Reactant: S(Cl)([Cl:3])=O.[CH3:5][O:6][C:7]1[N:12]=[CH:11][C:10]([CH2:13]O)=[CH:9][CH:8]=1. Product: [Cl:3][CH2:13][C:10]1[CH:9]=[CH:8][C:7]([O:6][CH3:5])=[N:12][CH:11]=1. The catalyst class is: 4. (10) Reactant: [Cl:1][C:2]1[CH:7]=[C:6]([Cl:8])[CH:5]=[CH:4][C:3]=1[S:9]([NH:12][C:13]1[CH:31]=[C:30]([C:32](=[O:36])[NH:33][CH2:34][CH3:35])[CH:29]=[CH:28][C:14]=1[O:15][C:16]1[CH:21]=[CH:20][C:19]([CH2:22][C:23](O)=[O:24])=[CH:18][C:17]=1[O:26][CH3:27])(=[O:11])=[O:10].[NH2:37]C(N)=O.C(=O)([O-])[O-].[Na+].[Na+]. Product: [C:23]([CH2:22][C:19]1[CH:20]=[CH:21][C:16]([O:15][C:14]2[CH:28]=[CH:29][C:30]([C:32]([NH:33][CH2:34][CH3:35])=[O:36])=[CH:31][C:13]=2[NH:12][S:9]([C:3]2[CH:4]=[CH:5][C:6]([Cl:8])=[CH:7][C:2]=2[Cl:1])(=[O:10])=[O:11])=[C:17]([O:26][CH3:27])[CH:18]=1)(=[O:24])[NH2:37]. The catalyst class is: 33.